From a dataset of Reaction yield outcomes from USPTO patents with 853,638 reactions. Predict the reaction yield, written as a fraction of the theoretical maximum amount of product (1.0 means a 100% yield; for example, 0.34 means a 34% yield). The reactants are [OH:1][C:2]1[C:7]([CH:8]([CH3:10])[CH3:9])=[N:6][N:5]([CH2:11][CH2:12][CH:13]([CH3:15])[CH3:14])[C:4](=[O:16])[C:3]=1[C:17]1[NH:22][C:21]2[CH:23]=[CH:24][C:25]([N+:27]([O-])=O)=[CH:26][C:20]=2[S:19](=[O:31])(=[O:30])[N:18]=1.NN. The catalyst is CO.C1COCC1.[Ni]. The product is [NH2:27][C:25]1[CH:24]=[CH:23][C:21]2[NH:22][C:17]([C:3]3[C:4](=[O:16])[N:5]([CH2:11][CH2:12][CH:13]([CH3:14])[CH3:15])[N:6]=[C:7]([CH:8]([CH3:10])[CH3:9])[C:2]=3[OH:1])=[N:18][S:19](=[O:30])(=[O:31])[C:20]=2[CH:26]=1. The yield is 0.770.